This data is from Full USPTO retrosynthesis dataset with 1.9M reactions from patents (1976-2016). The task is: Predict the reactants needed to synthesize the given product. (1) Given the product [Br:20][C:4]1[CH:5]=[C:6]2[C:10](=[CH:11][C:3]=1[CH:2]([F:1])[F:19])[N:9]([C:12]([O:14][C:15]([CH3:16])([CH3:18])[CH3:17])=[O:13])[CH2:8][CH2:7]2, predict the reactants needed to synthesize it. The reactants are: [F:1][CH:2]([F:19])[C:3]1[CH:11]=[C:10]2[C:6]([CH2:7][CH2:8][N:9]2[C:12]([O:14][C:15]([CH3:18])([CH3:17])[CH3:16])=[O:13])=[CH:5][CH:4]=1.[Br:20]N1C(=O)CCC1=O.CCOC(C)=O. (2) Given the product [Br:1][C:2]1[CH:3]=[CH:4][C:5]2[N:6]([C:8]([C:17]3[CH:18]=[CH:19][C:14]([O:13][CH3:12])=[CH:15][CH:16]=3)=[CH:9][N:10]=2)[CH:7]=1, predict the reactants needed to synthesize it. The reactants are: [Br:1][C:2]1[CH:3]=[CH:4][C:5]2[N:6]([C:8](I)=[CH:9][N:10]=2)[CH:7]=1.[CH3:12][O:13][C:14]1[CH:19]=[CH:18][C:17](B(O)O)=[CH:16][CH:15]=1. (3) Given the product [CH2:1]([N:3]1[C:11]2[CH:10]=[C:9]3[NH:12][C:13]([C:15]4[C:23]5[C:18](=[CH:19][CH:20]=[C:21]([C:24]6[NH:35][N:34]=[N:33][N:25]=6)[CH:22]=5)[NH:17][N:16]=4)=[N:14][C:8]3=[CH:7][C:6]=2[C:5]([CH3:27])([CH3:26])[C:4]1=[O:28])[CH3:2], predict the reactants needed to synthesize it. The reactants are: [CH2:1]([N:3]1[C:11]2[CH:10]=[C:9]3[NH:12][C:13]([C:15]4[C:23]5[C:18](=[CH:19][CH:20]=[C:21]([C:24]#[N:25])[CH:22]=5)[NH:17][N:16]=4)=[N:14][C:8]3=[CH:7][C:6]=2[C:5]([CH3:27])([CH3:26])[C:4]1=[O:28])[CH3:2].C[Sn]([N:33]=[N+:34]=[N-:35])(C)C.CN(C=O)C. (4) Given the product [F:24][C:21]([F:22])([F:23])[O:20][C:17]1[CH:18]=[CH:19][C:14]([C:7]2[N:6]=[CH:5][C:4]([CH2:3][OH:2])=[C:9]([C:10]([F:13])([F:11])[F:12])[CH:8]=2)=[CH:15][CH:16]=1, predict the reactants needed to synthesize it. The reactants are: C[O:2][C:3](=O)[C:4]1[C:9]([C:10]([F:13])([F:12])[F:11])=[CH:8][C:7]([C:14]2[CH:19]=[CH:18][C:17]([O:20][C:21]([F:24])([F:23])[F:22])=[CH:16][CH:15]=2)=[N:6][CH:5]=1.[H-].[Al+3].[Li+].[H-].[H-].[H-].